Task: Predict which catalyst facilitates the given reaction.. Dataset: Catalyst prediction with 721,799 reactions and 888 catalyst types from USPTO (1) The catalyst class is: 5. Product: [CH2:1]([N:3]1[CH2:8][CH2:7][N:6]([C:9]2[C:10]([C:23]3[CH:24]=[CH:25][C:26]([F:29])=[CH:27][CH:28]=3)=[N:11][C:12]3[C:17]([N:18]=2)=[CH:16][C:15]([C:19]([OH:21])=[O:20])=[CH:14][CH:13]=3)[C@@H:5]([CH3:30])[CH2:4]1)[CH3:2]. Reactant: [CH2:1]([N:3]1[CH2:8][CH2:7][N:6]([C:9]2[C:10]([C:23]3[CH:28]=[CH:27][C:26]([F:29])=[CH:25][CH:24]=3)=[N:11][C:12]3[C:17]([N:18]=2)=[CH:16][C:15]([C:19]([O:21]C)=[O:20])=[CH:14][CH:13]=3)[C@@H:5]([CH3:30])[CH2:4]1)[CH3:2].[OH-].[Na+].O. (2) The catalyst class is: 1. Reactant: [H-].[Na+].[NH2:3][C:4]1[C:9]([CH3:10])=[C:8]([CH2:11][N:12]2[CH2:17][CH2:16][N:15]([C:18](=[O:20])[CH3:19])[CH2:14][CH2:13]2)[CH:7]=[CH:6][N:5]=1.Cl[C:22]1[S:23][C:24]([C:27]#[N:28])=[CH:25][N:26]=1. Product: [C:18]([N:15]1[CH2:14][CH2:13][N:12]([CH2:11][C:8]2[CH:7]=[CH:6][N:5]=[C:4]([NH:3][C:22]3[S:23][C:24]([C:27]#[N:28])=[CH:25][N:26]=3)[C:9]=2[CH3:10])[CH2:17][CH2:16]1)(=[O:20])[CH3:19].